From a dataset of Forward reaction prediction with 1.9M reactions from USPTO patents (1976-2016). Predict the product of the given reaction. (1) Given the reactants [CH3:1][Si:2]([CH3:39])([CH3:38])[CH2:3][CH2:4][O:5][CH2:6][N:7]([CH2:30][O:31][CH2:32][CH2:33][Si:34]([CH3:37])([CH3:36])[CH3:35])[C:8]1[N:13]2[N:14]=[CH:15][C:16]([I:17])=[C:12]2[N:11]=[C:10]([CH:18]2[CH2:23][CH2:22][CH:21]([CH2:24][C:25](OCC)=O)[CH2:20][CH2:19]2)[CH:9]=1.C[Si](C)(C)CCOC[N:46](COCC[Si](C)(C)C)C1N2N=CC=C2N=C(C2CCC(CC#N)CC2)C=1.C[Si](C)(C)CCOCN(COCC[Si](C)(C)C)C1N2N=CC=C2N=C(C2CCC(CC(OCC)=O)CC2)C=1, predict the reaction product. The product is: [CH3:38][Si:2]([CH3:39])([CH3:1])[CH2:3][CH2:4][O:5][CH2:6][N:7]([CH2:30][O:31][CH2:32][CH2:33][Si:34]([CH3:36])([CH3:35])[CH3:37])[C:8]1[N:13]2[N:14]=[CH:15][C:16]([I:17])=[C:12]2[N:11]=[C:10]([CH:18]2[CH2:19][CH2:20][CH:21]([CH2:24][C:25]#[N:46])[CH2:22][CH2:23]2)[CH:9]=1. (2) Given the reactants Br[C:2]1[CH:9]=[CH:8][C:5]([CH:6]=[O:7])=[CH:4][CH:3]=1.[C:10]([O-])(=O)C.[K+].[C:15]([O:18][CH2:19][CH3:20])(=[O:17])[CH3:16].Cl, predict the reaction product. The product is: [CH:6]([C:5]1[CH:8]=[CH:9][C:2](/[CH:10]=[CH:16]/[C:15]([O:18][CH2:19][CH3:20])=[O:17])=[CH:3][CH:4]=1)=[O:7].